This data is from Forward reaction prediction with 1.9M reactions from USPTO patents (1976-2016). The task is: Predict the product of the given reaction. (1) Given the reactants [CH2:1]([C:4]1([S:7](Cl)(=[O:9])=[O:8])[CH2:6][CH2:5]1)[CH:2]=[CH2:3].[F:11][C:12]1[C:17]([F:18])=[C:16]([NH:19][C:20]2[CH:25]=[CH:24][C:23]([I:26])=[CH:22][C:21]=2[F:27])[C:15]([NH2:28])=[C:14]([O:29][CH3:30])[CH:13]=1, predict the reaction product. The product is: [CH2:1]([C:4]1([S:7]([NH:28][C:15]2[C:14]([O:29][CH3:30])=[CH:13][C:12]([F:11])=[C:17]([F:18])[C:16]=2[NH:19][C:20]2[CH:25]=[CH:24][C:23]([I:26])=[CH:22][C:21]=2[F:27])(=[O:9])=[O:8])[CH2:6][CH2:5]1)[CH:2]=[CH2:3]. (2) Given the reactants [O:1]=[C:2]1[NH:7][CH2:6][C:5]([C:8]([O:10][CH2:11][CH3:12])=[O:9])=[CH:4][NH:3]1.BrBr.[OH-].[Na+].C([O-])(O)=O.[Na+], predict the reaction product. The product is: [O:1]=[C:2]1[N:3]=[CH:4][C:5]([C:8]([O:10][CH2:11][CH3:12])=[O:9])=[CH:6][NH:7]1. (3) Given the reactants Cl.C(OC(=O)[NH:8][C@H:9]([C:17](=[O:37])[NH:18][C@H:19]1[CH2:25][CH2:24][C@@H:23]([CH3:26])[N:22]([S:27]([C:30]2[CH:35]=[CH:34][CH:33]=[CH:32][N:31]=2)(=[O:29])=[O:28])[CH2:21][C@@H:20]1[OH:36])[CH2:10][CH:11]1[CH2:16][CH2:15][CH2:14][CH2:13][CH2:12]1)(C)(C)C, predict the reaction product. The product is: [NH2:8][C@@H:9]([CH2:10][CH:11]1[CH2:16][CH2:15][CH2:14][CH2:13][CH2:12]1)[C:17]([NH:18][C@H:19]1[CH2:25][CH2:24][C@@H:23]([CH3:26])[N:22]([S:27]([C:30]2[CH:35]=[CH:34][CH:33]=[CH:32][N:31]=2)(=[O:28])=[O:29])[CH2:21][C@@H:20]1[OH:36])=[O:37]. (4) Given the reactants [NH:1]1[CH:5]=[CH:4][N:3]=[N:2]1.Br[CH2:7][C:8]1[CH:15]=[CH:14][C:11]([CH:12]=[O:13])=[CH:10][CH:9]=1, predict the reaction product. The product is: [N:1]1[N:2]([CH2:7][C:8]2[CH:15]=[CH:14][C:11]([CH:12]=[O:13])=[CH:10][CH:9]=2)[N:3]=[CH:4][CH:5]=1.